Dataset: Peptide-MHC class I binding affinity with 185,985 pairs from IEDB/IMGT. Task: Regression. Given a peptide amino acid sequence and an MHC pseudo amino acid sequence, predict their binding affinity value. This is MHC class I binding data. (1) The peptide sequence is LYIKDIFTR. The MHC is HLA-A01:01 with pseudo-sequence HLA-A01:01. The binding affinity (normalized) is 0. (2) The peptide sequence is PPFGDSYIV. The MHC is HLA-B51:01 with pseudo-sequence HLA-B51:01. The binding affinity (normalized) is 0.0711. (3) The peptide sequence is ASFYYIWKSY. The MHC is HLA-A24:02 with pseudo-sequence HLA-A24:02. The binding affinity (normalized) is 0.0515. (4) The peptide sequence is KYLLNVSYL. The binding affinity (normalized) is 1.00. The MHC is HLA-A24:03 with pseudo-sequence HLA-A24:03.